Dataset: NCI-60 drug combinations with 297,098 pairs across 59 cell lines. Task: Regression. Given two drug SMILES strings and cell line genomic features, predict the synergy score measuring deviation from expected non-interaction effect. Drug 1: CN(C)N=NC1=C(NC=N1)C(=O)N. Drug 2: CC=C1C(=O)NC(C(=O)OC2CC(=O)NC(C(=O)NC(CSSCCC=C2)C(=O)N1)C(C)C)C(C)C. Cell line: HCC-2998. Synergy scores: CSS=63.5, Synergy_ZIP=-1.92, Synergy_Bliss=-7.03, Synergy_Loewe=-48.9, Synergy_HSA=-6.77.